This data is from Forward reaction prediction with 1.9M reactions from USPTO patents (1976-2016). The task is: Predict the product of the given reaction. (1) Given the reactants C([C:3]1[CH:4]=[CH:5][C:6]([CH:9]=[CH:10][C:11]2[C:19]3[C:14](=[CH:15][C:16]([NH:20][C:21]4[CH:32]=[CH:31][CH:30]=[CH:29][C:22]=4[C:23]([NH:25][CH2:26][C:27]#[CH:28])=[O:24])=[CH:17][CH:18]=3)[NH:13][N:12]=2)=[N:7][CH:8]=1)C.[CH2:33](C1C=CN=C(C)C=1)C.ClC1C=C2C(C(C(O)CC3C=CC(CC)=CN=3)=NN2)=CC=1.C1(N)CC1, predict the reaction product. The product is: [CH:26]1([NH:25][C:23](=[O:24])[C:22]2[CH:29]=[CH:30][CH:31]=[CH:32][C:21]=2[NH:20][C:16]2[CH:15]=[C:14]3[C:19]([C:11](/[CH:10]=[CH:9]/[C:6]4[CH:5]=[C:4]([CH3:33])[CH:3]=[CH:8][N:7]=4)=[N:12][NH:13]3)=[CH:18][CH:17]=2)[CH2:27][CH2:28]1. (2) Given the reactants [NH2:1][C:2]1[N:7]=[C:6]([C:8]2[CH:13]=[CH:12][C:11]([CH2:14][C@H:15]([NH:19][C:20]([O:22][C:23]([CH3:26])([CH3:25])[CH3:24])=[O:21])[C:16]([OH:18])=[O:17])=[CH:10][CH:9]=2)[CH:5]=[C:4]([O:27][CH:28]([C:33]2[CH:38]=[CH:37][C:36](Br)=[CH:35][C:34]=2[F:40])[C:29]([F:32])([F:31])[F:30])[N:3]=1.[CH3:41][O:42][C:43]1[CH:44]=[N:45][CH:46]=[C:47](B2OC(C)(C)C(C)(C)O2)[CH:48]=1.C(#N)C.C(=O)([O-])[O-].[Na+].[Na+], predict the reaction product. The product is: [NH2:1][C:2]1[N:7]=[C:6]([C:8]2[CH:13]=[CH:12][C:11]([CH2:14][C@H:15]([NH:19][C:20]([O:22][C:23]([CH3:26])([CH3:25])[CH3:24])=[O:21])[C:16]([OH:18])=[O:17])=[CH:10][CH:9]=2)[CH:5]=[C:4]([O:27][CH:28]([C:33]2[CH:38]=[CH:37][C:36]([C:47]3[CH:46]=[N:45][CH:44]=[C:43]([O:42][CH3:41])[CH:48]=3)=[CH:35][C:34]=2[F:40])[C:29]([F:32])([F:31])[F:30])[N:3]=1. (3) Given the reactants [NH2:1][C:2]1[S:3][CH:4]=[CH:5][C:6]=1[C:7]([C:9]1[CH:14]=[CH:13][C:12]([F:15])=[CH:11][CH:10]=1)=[O:8].[Cl:16]N1C(=O)CCC1=O, predict the reaction product. The product is: [NH2:1][C:2]1[S:3][C:4]([Cl:16])=[CH:5][C:6]=1[C:7]([C:9]1[CH:14]=[CH:13][C:12]([F:15])=[CH:11][CH:10]=1)=[O:8].